The task is: Regression. Given two drug SMILES strings and cell line genomic features, predict the synergy score measuring deviation from expected non-interaction effect.. This data is from NCI-60 drug combinations with 297,098 pairs across 59 cell lines. (1) Drug 1: CS(=O)(=O)C1=CC(=C(C=C1)C(=O)NC2=CC(=C(C=C2)Cl)C3=CC=CC=N3)Cl. Drug 2: CN(C(=O)NC(C=O)C(C(C(CO)O)O)O)N=O. Cell line: A549. Synergy scores: CSS=-0.887, Synergy_ZIP=-2.95, Synergy_Bliss=-6.48, Synergy_Loewe=-6.81, Synergy_HSA=-6.76. (2) Drug 2: B(C(CC(C)C)NC(=O)C(CC1=CC=CC=C1)NC(=O)C2=NC=CN=C2)(O)O. Cell line: IGROV1. Synergy scores: CSS=0.860, Synergy_ZIP=-1.40, Synergy_Bliss=-2.69, Synergy_Loewe=-1.77, Synergy_HSA=-2.36. Drug 1: CC12CCC(CC1=CCC3C2CCC4(C3CC=C4C5=CN=CC=C5)C)O. (3) Drug 1: CN(CCCl)CCCl.Cl. Drug 2: C1C(C(OC1N2C=NC3=C2NC=NCC3O)CO)O. Cell line: PC-3. Synergy scores: CSS=15.1, Synergy_ZIP=0.0274, Synergy_Bliss=0.779, Synergy_Loewe=-1.17, Synergy_HSA=1.30.